This data is from M1 muscarinic receptor antagonist screen with 61,756 compounds. The task is: Binary Classification. Given a drug SMILES string, predict its activity (active/inactive) in a high-throughput screening assay against a specified biological target. The drug is S(=O)(=O)(NCCC(=O)N1CCc2c(C1)cccc2)c1cc2CCN(c2cc1)C(=O)C. The result is 0 (inactive).